From a dataset of Forward reaction prediction with 1.9M reactions from USPTO patents (1976-2016). Predict the product of the given reaction. (1) Given the reactants [CH3:1][C:2]1([CH3:9])[CH2:7][CH2:6][C:5](=O)[CH2:4][CH2:3]1.Cl.[NH2:11][OH:12].C([O-])(=O)C.[Na+], predict the reaction product. The product is: [CH3:1][C:2]1([CH3:9])[CH2:7][CH2:6][C:5](=[N:11][OH:12])[CH2:4][CH2:3]1. (2) Given the reactants CC1C=CC(S(O[CH2:12][CH:13]2[CH2:22][CH2:21][C:20]3[C:15](=[C:16]([C:23]4[CH:28]=[CH:27][CH:26]=[CH:25][C:24]=4[Cl:29])[CH:17]=[CH:18][CH:19]=3)[O:14]2)(=O)=O)=CC=1.[CH3:30][NH2:31], predict the reaction product. The product is: [Cl:29][C:24]1[CH:25]=[CH:26][CH:27]=[CH:28][C:23]=1[C:16]1[CH:17]=[CH:18][CH:19]=[C:20]2[C:15]=1[O:14][CH:13]([CH2:12][NH:31][CH3:30])[CH2:22][CH2:21]2. (3) The product is: [F:31][C:2]([F:1])([F:32])[C:3]1[CH:4]=[C:5]([CH:28]=[CH:29][CH:30]=1)[O:6][CH2:7][C:8]1[S:9][C:10]2[C:16]([C:17]3[CH:18]=[C:19]([CH:25]=[CH:26][CH:27]=3)[C:20]([OH:22])=[O:21])=[CH:15][CH:14]=[CH:13][C:11]=2[CH:12]=1.[OH:66][CH2:65][CH2:64][NH:63][C:52](=[O:54])[C:51]1[CH:55]=[CH:56][CH:57]=[C:49]([C:48]2[C:42]3[S:41][C:40]([CH2:39][O:38][C:37]4[CH:58]=[CH:59][CH:60]=[C:35]([C:34]([F:62])([F:33])[F:61])[CH:36]=4)=[CH:44][C:43]=3[CH:45]=[CH:46][CH:47]=2)[CH:50]=1. Given the reactants [F:1][C:2]([F:32])([F:31])[C:3]1[CH:4]=[C:5]([CH:28]=[CH:29][CH:30]=1)[O:6][CH2:7][C:8]1[S:9][C:10]2[C:16]([C:17]3[CH:18]=[C:19]([CH:25]=[CH:26][CH:27]=3)[C:20]([O:22]CC)=[O:21])=[CH:15][CH:14]=[CH:13][C:11]=2[CH:12]=1.[F:33][C:34]([F:62])([F:61])[C:35]1[CH:36]=[C:37]([CH:58]=[CH:59][CH:60]=1)[O:38][CH2:39][C:40]1[S:41][C:42]2[C:48]([C:49]3[CH:50]=[C:51]([CH:55]=[CH:56][CH:57]=3)[C:52]([OH:54])=O)=[CH:47][CH:46]=[CH:45][C:43]=2[CH:44]=1.[NH2:63][CH2:64][CH2:65][OH:66], predict the reaction product. (4) Given the reactants [CH3:1][C:2]1[CH:3]=[C:4]([CH:8]=[CH:9][C:10]=1[C:11]([N:13]1[CH2:17][CH2:16][CH2:15][CH2:14]1)=[O:12])[C:5]([OH:7])=O.[F:18][C:19]1[CH:30]=[CH:29][C:22]2[NH:23][C:24]([CH:26]([NH2:28])[CH3:27])=[N:25][C:21]=2[CH:20]=1.C(N(CC)CC)C.CN(C(ON1N=NC2C=CC=CC1=2)=[N+](C)C)C.[B-](F)(F)(F)F, predict the reaction product. The product is: [F:18][C:19]1[CH:30]=[CH:29][C:22]2[NH:23][C:24]([CH:26]([NH:28][C:5](=[O:7])[C:4]3[CH:8]=[CH:9][C:10]([C:11]([N:13]4[CH2:17][CH2:16][CH2:15][CH2:14]4)=[O:12])=[C:2]([CH3:1])[CH:3]=3)[CH3:27])=[N:25][C:21]=2[CH:20]=1. (5) Given the reactants [C:1]([N:5]([C:26](=[O:35])[C:27]1[CH:32]=[C:31]([CH3:33])[CH:30]=[C:29]([CH3:34])[CH:28]=1)[NH:6][C:7](=[O:25])[C:8]1[CH:13]=[CH:12][C:11]([CH:14]=O)=[C:10]([B:16]2OC(C)(C)C(C)(C)[O:17]2)[CH:9]=1)([CH3:4])([CH3:3])[CH3:2].[CH3:36][NH:37][NH2:38].C(Cl)Cl, predict the reaction product. The product is: [C:1]([N:5]([C:26](=[O:35])[C:27]1[CH:32]=[C:31]([CH3:33])[CH:30]=[C:29]([CH3:34])[CH:28]=1)[NH:6][C:7]([C:8]1[CH:13]=[CH:12][C:11]2[CH:14]=[N:38][N:37]([CH3:36])[B:16]([OH:17])[C:10]=2[CH:9]=1)=[O:25])([CH3:4])([CH3:3])[CH3:2].